From a dataset of Reaction yield outcomes from USPTO patents with 853,638 reactions. Predict the reaction yield, written as a fraction of the theoretical maximum amount of product (1.0 means a 100% yield; for example, 0.34 means a 34% yield). (1) The reactants are [N:1]1[C:8](Cl)=[N:7][C:5]([Cl:6])=[N:4][C:2]=1[Cl:3].[F:10][C:11]1([F:16])[CH2:13][C@@H:12]1[CH2:14][OH:15].CCN(C(C)C)C(C)C.CCOC(C)=O. The catalyst is C1COCC1. The product is [Cl:3][C:2]1[N:4]=[C:5]([Cl:6])[N:7]=[C:8]([O:15][CH2:14][C@H:12]2[CH2:13][C:11]2([F:16])[F:10])[N:1]=1. The yield is 0.430. (2) The reactants are [F:1][C:2]1[CH:3]=[C:4]2[C:9](=[C:10]([F:12])[CH:11]=1)[O:8][CH2:7][C:6]([C:13]#[N:14])=[CH:5]2.C(O)(=[O:17])C.S(=O)(=O)(O)O. The catalyst is C(O)(C)C. The product is [F:1][C:2]1[CH:3]=[C:4]2[C:9](=[C:10]([F:12])[CH:11]=1)[O:8][CH2:7][C:6]([C:13]([NH2:14])=[O:17])=[CH:5]2. The yield is 0.936. (3) The reactants are [CH:1]1([C:7]2([CH3:15])[N:11]([CH3:12])[C:10](=[O:13])[NH:9][C:8]2=[O:14])[CH2:6][CH2:5][CH2:4][CH2:3][CH2:2]1.C([O-])([O-])=O.[K+].[K+].Br[CH2:23][C:24]([C:26]1[CH:27]=[N:28][N:29]([CH2:31][CH3:32])[CH:30]=1)=[O:25]. The catalyst is CN(C=O)C. The product is [CH:1]1([C:7]2([CH3:15])[N:11]([CH3:12])[C:10](=[O:13])[N:9]([CH2:23][C:24]([C:26]3[CH:27]=[N:28][N:29]([CH2:31][CH3:32])[CH:30]=3)=[O:25])[C:8]2=[O:14])[CH2:2][CH2:3][CH2:4][CH2:5][CH2:6]1. The yield is 0.460. (4) The reactants are [CH2:1]([NH:3][C:4]1[S:5][C@H:6]2[S:12][C@H:11]([CH2:13][OH:14])[C@H:10]3[O:15][C@@:16]([O:23][CH3:24])([CH3:22])[C@:17]([O:20][CH3:21])([CH3:19])[O:18][C@@H:9]3[C@H:7]2[N:8]=1)[CH3:2].CCN(C(C)C)C(C)C.[CH3:34][C:35]([O:38][C:39](O[C:39]([O:38][C:35]([CH3:37])([CH3:36])[CH3:34])=[O:40])=[O:40])([CH3:37])[CH3:36]. The catalyst is C(Cl)Cl. The product is [CH2:1]([N:3]([C:4]1[S:5][C@H:6]2[S:12][C@H:11]([CH2:13][OH:14])[C@H:10]3[O:15][C@@:16]([O:23][CH3:24])([CH3:22])[C@:17]([O:20][CH3:21])([CH3:19])[O:18][C@@H:9]3[C@H:7]2[N:8]=1)[C:39](=[O:40])[O:38][C:35]([CH3:37])([CH3:36])[CH3:34])[CH3:2]. The yield is 0.788. (5) The reactants are [N+:1]([C:4]1[CH:13]=[C:12]2[C:7]([CH2:8][CH2:9][NH:10][CH2:11]2)=[CH:6][CH:5]=1)([O-])=O. The catalyst is CO.[Pd]. The product is [CH2:11]1[C:12]2[C:7](=[CH:6][CH:5]=[C:4]([NH2:1])[CH:13]=2)[CH2:8][CH2:9][NH:10]1. The yield is 1.00. (6) The reactants are [CH3:1][O:2][CH2:3][C:4]#[C:5][C:6]1[S:10][C:9]([C:11]2[CH:16]=[CH:15][CH:14]=[CH:13][CH:12]=2)=[N:8][C:7]=1[C:17]([O:19][CH2:20][CH3:21])=[O:18]. The catalyst is CCOC(C)=O. The product is [CH3:1][O:2][CH2:3][CH2:4][CH2:5][C:6]1[S:10][C:9]([C:11]2[CH:16]=[CH:15][CH:14]=[CH:13][CH:12]=2)=[N:8][C:7]=1[C:17]([O:19][CH2:20][CH3:21])=[O:18]. The yield is 0.880.